This data is from Full USPTO retrosynthesis dataset with 1.9M reactions from patents (1976-2016). The task is: Predict the reactants needed to synthesize the given product. (1) Given the product [C:8]([O:12][C:13](=[O:40])[NH:14][C@@H:15]([CH2:16][N:17]1[CH2:22][C:21](=[O:23])[N:20]([C:24]2[CH:29]=[CH:28][CH:27]=[CH:26][C:25]=2[Cl:30])[CH2:19][C:18]1([CH3:32])[CH3:31])[C@@H:33]([OH:34])[CH2:37][C@H:36]([C:35](=[O:39])[NH:44][CH2:43][C:42]([CH3:46])([CH3:45])[CH3:41])[CH3:38])([CH3:11])([CH3:9])[CH3:10], predict the reactants needed to synthesize it. The reactants are: OC1C=CC=CN=1.[C:8]([O:12][C:13](=[O:40])[NH:14][C@H:15]([C@@H:33]1[CH2:37][C@@H:36]([CH3:38])[C:35](=[O:39])[O:34]1)[CH2:16][N:17]1[CH2:22][C:21](=[O:23])[N:20]([C:24]2[CH:29]=[CH:28][CH:27]=[CH:26][C:25]=2[Cl:30])[CH2:19][C:18]1([CH3:32])[CH3:31])([CH3:11])([CH3:10])[CH3:9].[CH3:41][C:42]([CH3:46])([CH3:45])[CH2:43][NH2:44]. (2) Given the product [ClH:29].[Br:1][C:2]1[C:28]2[C:6](=[N:7][N:8]3[C:13]([CH:14]4[CH2:15][CH2:16][NH:17][CH2:18][CH2:19]4)=[CH:12][C:11](=[O:27])[NH:10][C:9]3=2)[CH:5]=[N:4][CH:3]=1, predict the reactants needed to synthesize it. The reactants are: [Br:1][C:2]1[C:28]2[C:6](=[N:7][N:8]3[C:13]([CH:14]4[CH2:19][CH2:18][N:17](C(OC(C)(C)C)=O)[CH2:16][CH2:15]4)=[CH:12][C:11](=[O:27])[NH:10][C:9]3=2)[CH:5]=[N:4][CH:3]=1.[ClH:29]. (3) Given the product [Cl:1][C:2]1[N:11]=[CH:10][C:9]2[N:8]([CH2:23][C:24]3[CH:29]=[CH:28][C:27]([S:30]([CH3:33])(=[O:31])=[O:32])=[CH:26][C:25]=3[Cl:34])[CH2:7][CH:6]3[CH2:12][O:13][CH2:14][CH2:15][N:5]3[C:4]=2[N:3]=1, predict the reactants needed to synthesize it. The reactants are: [Cl:1][C:2]1[N:11]=[CH:10][C:9]2[NH:8][CH2:7][CH:6]3[CH2:12][O:13][CH2:14][CH2:15][N:5]3[C:4]=2[N:3]=1.CC(C)([O-])C.[Na+].Br[CH2:23][C:24]1[CH:29]=[CH:28][C:27]([S:30]([CH3:33])(=[O:32])=[O:31])=[CH:26][C:25]=1[Cl:34].